This data is from Retrosynthesis with 50K atom-mapped reactions and 10 reaction types from USPTO. The task is: Predict the reactants needed to synthesize the given product. (1) Given the product c1cc(-c2ccc(OCCCN3CCCCC3)cc2)n(CCCN2CCCCC2)c1, predict the reactants needed to synthesize it. The reactants are: ClCCCN1CCCCC1.c1c[nH]c(-c2ccc(OCCCN3CCCCC3)cc2)c1. (2) Given the product C=CCCCC(CCC)C(=O)O, predict the reactants needed to synthesize it. The reactants are: C=CCCCC(CCC)C(=O)OC. (3) The reactants are: BrCCC1OCCO1.CS(=O)(=O)c1cccc(C2CCNCC2)c1F. Given the product CS(=O)(=O)c1cccc(C2CCN(CCC3OCCO3)CC2)c1F, predict the reactants needed to synthesize it. (4) Given the product COc1cc(Nc2c(C#N)cnc3cc(Sc4ccccc4)c(OC)cc23)c(Cl)cc1Cl, predict the reactants needed to synthesize it. The reactants are: COc1cc2c(Nc3cc(OC)c(Cl)cc3Cl)c(C#N)cnc2cc1F.Sc1ccccc1. (5) Given the product CCCn1c(Cn2ccnc2-c2cccc(F)n2)nc2cc(C#N)ccc21, predict the reactants needed to synthesize it. The reactants are: CCCn1c(CCl)nc2cc(C#N)ccc21.Fc1cccc(-c2ncc[nH]2)n1. (6) Given the product CC(C)(C(N)=O)S(=O)(=O)CC(Cc1ccccc1)C(=O)OCc1ccccc1, predict the reactants needed to synthesize it. The reactants are: CC(C)(C(=O)Cl)S(=O)(=O)CC(Cc1ccccc1)C(=O)OCc1ccccc1.N. (7) Given the product CC(C)(C)c1ccc(CN(CCc2ccc(F)cc2)C(=O)c2c(F)ccc3cc[nH]c23)cc1, predict the reactants needed to synthesize it. The reactants are: CC(C)(C)c1ccc(CNCCc2ccc(F)cc2)cc1.O=C(O)c1c(F)ccc2cc[nH]c12. (8) Given the product O=C(O)c1cccc(C2=CCCCC2)n1, predict the reactants needed to synthesize it. The reactants are: O=C(O)c1cccc(Br)n1.OB(O)C1=CCCCC1. (9) Given the product CC(C)(C)OC(=O)NN(Cc1ccccc1)C[C@H](O)[C@H](Cc1ccccc1)NC(=O)OCc1ccccc1, predict the reactants needed to synthesize it. The reactants are: CC(C)(C)OC(=O)NN(Cc1ccccc1)C[C@H](O)[C@@H](N)Cc1ccccc1.O=C(Cl)OCc1ccccc1. (10) Given the product Cn1cnc(-c2ccccc2)c1, predict the reactants needed to synthesize it. The reactants are: CI.c1ccc(-c2c[nH]cn2)cc1.